From a dataset of Full USPTO retrosynthesis dataset with 1.9M reactions from patents (1976-2016). Predict the reactants needed to synthesize the given product. (1) Given the product [NH2:6][C:5]1[CH:4]=[C:3]([CH:9]=[CH:8][CH:7]=1)[CH2:2][NH:1][C:12](=[O:13])[C:11]([F:18])([F:17])[F:10], predict the reactants needed to synthesize it. The reactants are: [NH2:1][CH2:2][C:3]1[CH:4]=[C:5]([CH:7]=[CH:8][CH:9]=1)[NH2:6].[F:10][C:11]([F:18])([F:17])[C:12](OCC)=[O:13]. (2) Given the product [C:1]([C:5]1[N:6]=[C:7]([N:21]2[CH2:25][CH2:24][C@H:23]([OH:26])[CH2:22]2)[C:8]2[C:9](=[N:11][N:12]([CH2:14][C:15]3[N:37]([CH:35]4[CH2:33][CH2:34]4)[N:38]=[N:39][N:16]=3)[N:13]=2)[N:10]=1)([CH3:4])([CH3:2])[CH3:3], predict the reactants needed to synthesize it. The reactants are: [C:1]([C:5]1[N:6]=[C:7]([N:21]2[CH2:25][CH2:24][C@H:23]([OH:26])[CH2:22]2)[C:8]2[C:9](=[N:11][N:12]([CH2:14][C:15]3C(C)=NO[N:16]=3)[N:13]=2)[N:10]=1)([CH3:4])([CH3:3])[CH3:2].C(C1N=[C:33](N2CC[C@H](OC(=O)C(F)(F)F)C2)[C:34]2[N:39]=[N:38][NH:37][C:35]=2N=1)(C)(C)C.ClCC1N(C2CC2)N=NN=1. (3) The reactants are: ClC[C:3]([NH2:5])=O.[CH3:6][NH:7][C:8](=O)[CH2:9][C:10]1[CH:15]=[CH:14][CH:13]=[CH:12][CH:11]=1.Cl.O1CCC[CH2:19]1. Given the product [C:10]1([CH:9]2[NH:5][CH2:3][CH2:6][N:7]([CH3:19])[CH2:8]2)[CH:15]=[CH:14][CH:13]=[CH:12][CH:11]=1, predict the reactants needed to synthesize it. (4) Given the product [Br:1][C:7]1[C:8]2[C:13](=[CH:12][CH:11]=[CH:10][CH:9]=2)[C:4]([OH:3])=[N:5][CH:6]=1, predict the reactants needed to synthesize it. The reactants are: [Br:1]Br.[OH:3][C:4]1[C:13]2[C:8](=[CH:9][CH:10]=[CH:11][CH:12]=2)[CH:7]=[CH:6][N:5]=1.O.C(OCC)(=O)C. (5) The reactants are: FC(F)(F)C(O)=O.C(OC(=O)[NH:14][C@H:15]([CH3:42])[C:16]([N:18]1[CH2:27][CH2:26][C:25]2[C:24]([NH:28][CH2:29][CH:30]([C:32]34[CH2:41][CH:36]5[CH2:37][CH:38]([CH2:40][CH:34]([CH2:35]5)[CH2:33]3)[CH2:39]4)[OH:31])=[N:23][CH:22]=[N:21][C:20]=2[CH2:19]1)=[O:17])(C)(C)C. Given the product [C:32]12([CH:30]([OH:31])[CH2:29][NH:28][C:24]3[C:25]4[CH2:26][CH2:27][N:18]([C:16](=[O:17])[C@H:15]([NH2:14])[CH3:42])[CH2:19][C:20]=4[N:21]=[CH:22][N:23]=3)[CH2:33][CH:34]3[CH2:40][CH:38]([CH2:37][CH:36]([CH2:35]3)[CH2:41]1)[CH2:39]2, predict the reactants needed to synthesize it. (6) Given the product [NH2:1][C:4]1[CH:5]=[CH:6][C:7]([S:10]([N:13]2[CH2:14][CH2:15][CH:16]([NH:19][C:20](=[O:23])[CH:21]=[CH2:22])[CH2:17][CH2:18]2)(=[O:11])=[O:12])=[CH:8][CH:9]=1, predict the reactants needed to synthesize it. The reactants are: [N+:1]([C:4]1[CH:9]=[CH:8][C:7]([S:10]([N:13]2[CH2:18][CH2:17][CH:16]([NH:19][C:20](=[O:23])[CH:21]=[CH2:22])[CH2:15][CH2:14]2)(=[O:12])=[O:11])=[CH:6][CH:5]=1)([O-])=O.C(O)C.[Cl-].[NH4+]. (7) Given the product [CH3:5][N:6]([CH:17]=[O:24])[CH3:7].[CH3:27][N:28]([CH3:39])[CH:29]=[O:2], predict the reactants needed to synthesize it. The reactants are: P([CH2:5][N:6]1[CH2:17]CNC[CH2:7][N:6]([CH2:17]P(O)(O)=O)[CH2:5]CNC[CH2:7]1)(O)([OH:2])=[O:2].P([CH2:27][N:28]1[CH2:39]CNC[CH2:29][N:28]([CH2:39]P(O)(O)=O)[CH2:27][CH2:29][N:28]([CH2:39]P(O)(O)=O)[CH2:27][CH2:29]1)([OH:24])([OH:24])=[O:24].C(S)CS. (8) Given the product [Br:1][C:2]1[CH:3]=[CH:4][C:5]([OH:29])=[C:6]([CH:8]2[C:16]3[C:11](=[CH:12][CH:13]=[CH:14][CH:15]=3)[N:10]([CH2:17][C:18]3[O:19][C:20]([C:23]([F:26])([F:25])[F:24])=[CH:21][CH:22]=3)[C:9]2=[O:27])[CH:7]=1, predict the reactants needed to synthesize it. The reactants are: [Br:1][C:2]1[CH:3]=[CH:4][C:5]([OH:29])=[C:6]([C:8]2(O)[C:16]3[C:11](=[CH:12][CH:13]=[CH:14][CH:15]=3)[N:10]([CH2:17][C:18]3[O:19][C:20]([C:23]([F:26])([F:25])[F:24])=[CH:21][CH:22]=3)[C:9]2=[O:27])[CH:7]=1.C1(C(C2C=CC=CC=2)N2C3C(=CC=CC=3)C(C3C(O)=CC4N(C)C(=O)COC=4C=3)(O)C2=O)C=CC=CC=1. (9) Given the product [CH3:11][O:6][C:5](=[O:7])[C:4]1[CH:8]=[CH:9][N:10]=[C:2]([CH3:1])[CH:3]=1, predict the reactants needed to synthesize it. The reactants are: [CH3:1][C:2]1[CH:3]=[C:4]([CH:8]=[CH:9][N:10]=1)[C:5]([OH:7])=[O:6].[CH3:11]O.